Dataset: Forward reaction prediction with 1.9M reactions from USPTO patents (1976-2016). Task: Predict the product of the given reaction. (1) Given the reactants [C:1]([O:5][C:6](=[O:20])[CH2:7][O:8][C:9]1[C:18]2[CH2:17][CH2:16][CH2:15][CH:14]([NH2:19])[C:13]=2[CH:12]=[CH:11][CH:10]=1)([CH3:4])([CH3:3])[CH3:2].[C:21]1([C:31]2[CH:36]=[CH:35][CH:34]=[CH:33][CH:32]=2)[CH:26]=[CH:25][C:24]([S:27](Cl)(=[O:29])=[O:28])=[CH:23][CH:22]=1.C(N(C(C)C)CC)(C)C, predict the reaction product. The product is: [C:1]([O:5][C:6](=[O:20])[CH2:7][O:8][C:9]1[C:18]2[CH2:17][CH2:16][CH2:15][CH:14]([NH:19][S:27]([C:24]3[CH:23]=[CH:22][C:21]([C:31]4[CH:36]=[CH:35][CH:34]=[CH:33][CH:32]=4)=[CH:26][CH:25]=3)(=[O:29])=[O:28])[C:13]=2[CH:12]=[CH:11][CH:10]=1)([CH3:4])([CH3:2])[CH3:3]. (2) Given the reactants [OH:1][C:2]1[C:10]2[CH:9]=[C:8]([C:11]([O:13][CH3:14])=[O:12])[O:7][C:6]=2[CH:5]=[CH:4][CH:3]=1.S(C1C=CC([N+]([O-])=O)=CC=1)(O[CH2:19][C@H:20]1[O:22][CH2:21]1)(=O)=O.C(=O)([O-])[O-].[K+].[K+], predict the reaction product. The product is: [CH2:19]([O:1][C:2]1[C:10]2[CH:9]=[C:8]([C:11]([O:13][CH3:14])=[O:12])[O:7][C:6]=2[CH:5]=[CH:4][CH:3]=1)[C@H:20]1[O:22][CH2:21]1. (3) Given the reactants [S:1]1[CH:5]=[CH:4][N:3]=[C:2]1[NH2:6].C([Mg]Cl)(C)C.[CH:12]([C:15]1[CH:19]=[C:18]([NH:20][C:21]2[C:22]3[CH2:38][CH2:37][C:36]([CH3:40])([CH3:39])[C:23]=3[N:24]=[C:25]([N:27]3[CH2:31][CH2:30][CH2:29][CH:28]3[C:32](OC)=[O:33])[N:26]=2)[NH:17][N:16]=1)([CH3:14])[CH3:13], predict the reaction product. The product is: [CH:12]([C:15]1[CH:19]=[C:18]([NH:20][C:21]2[C:22]3[CH2:38][CH2:37][C:36]([CH3:40])([CH3:39])[C:23]=3[N:24]=[C:25]([N:27]3[CH2:31][CH2:30][CH2:29][CH:28]3[C:32]([NH:6][C:2]3[S:1][CH:5]=[CH:4][N:3]=3)=[O:33])[N:26]=2)[NH:17][N:16]=1)([CH3:14])[CH3:13].